This data is from Catalyst prediction with 721,799 reactions and 888 catalyst types from USPTO. The task is: Predict which catalyst facilitates the given reaction. Reactant: [F:1][C:2]([F:16])([F:15])[C:3]1[CH:8]=[CH:7][C:6]([C:9]2[CH:10]=[N:11][CH:12]=[CH:13][CH:14]=2)=[CH:5][CH:4]=1.[OH:17]O. Product: [F:16][C:2]([F:1])([F:15])[C:3]1[CH:4]=[CH:5][C:6]([C:9]2[CH:10]=[N+:11]([O-:17])[CH:12]=[CH:13][CH:14]=2)=[CH:7][CH:8]=1. The catalyst class is: 15.